The task is: Predict the reaction yield, written as a fraction of the theoretical maximum amount of product (1.0 means a 100% yield; for example, 0.34 means a 34% yield).. This data is from Reaction yield outcomes from USPTO patents with 853,638 reactions. (1) The reactants are [CH3:1][O:2][C:3]([C:5]1[S:6][CH:7]=[CH:8][C:9]=1[NH2:10])=[O:4].[C:11]([O-])(=[O:13])C.[NH4+]. The catalyst is C(O)=O. The product is [CH3:1][O:2][C:3]([C:5]1[S:6][CH:7]=[CH:8][C:9]=1[NH:10][CH:11]=[O:13])=[O:4]. The yield is 0.870. (2) The reactants are [C:1]([O:5][C:6]([N:8]1[CH2:13][CH2:12][CH:11]([O:14][C:15]2[C:16]([C:31](OC)=[O:32])=[N:17][N:18]([C:22]3[CH:27]=[CH:26][C:25]([C:28]#[N:29])=[C:24]([F:30])[CH:23]=3)[C:19](=[O:21])[CH:20]=2)[CH2:10][CH2:9]1)=[O:7])([CH3:4])([CH3:3])[CH3:2].[BH4-].[Na+].CCOC(C)=O.O. The catalyst is C1COCC1.CO. The product is [C:28]([C:25]1[CH:26]=[CH:27][C:22]([N:18]2[C:19](=[O:21])[CH:20]=[C:15]([O:14][CH:11]3[CH2:10][CH2:9][N:8]([C:6]([O:5][C:1]([CH3:2])([CH3:3])[CH3:4])=[O:7])[CH2:13][CH2:12]3)[C:16]([CH2:31][OH:32])=[N:17]2)=[CH:23][C:24]=1[F:30])#[N:29]. The yield is 0.820. (3) The reactants are [CH2:1]([NH:4][C:5]([C:7]1[S:8][CH:9]=[CH:10][C:11]=1[C:12]1[CH:17]=[CH:16][C:15]([Cl:18])=[CH:14][C:13]=1[Cl:19])=O)[CH:2]=[CH2:3].C(Cl)Cl.P(Cl)(Cl)(Cl)(Cl)Cl.Cl.CO[CH:32](OC)[CH2:33][NH2:34].O1CCOCC1. The catalyst is O1CCOCC1. The product is [CH2:1]([N:4]1[CH:32]=[CH:33][N:34]=[C:5]1[C:7]1[S:8][CH:9]=[CH:10][C:11]=1[C:12]1[CH:17]=[CH:16][C:15]([Cl:18])=[CH:14][C:13]=1[Cl:19])[CH:2]=[CH2:3]. The yield is 0.760. (4) The reactants are [Cl:1][C:2]1[CH:11]=[CH:10][CH:9]=[C:8]2[C:3]=1[C:4](=[O:21])[N:5]([C:14]1[CH:19]=[CH:18][CH:17]=[CH:16][C:15]=1[CH3:20])[C:6]([CH2:12]Cl)=[N:7]2.O.[SH:23][C:24]1[N:32]=[CH:31][N:30]=[C:29]2[C:25]=1[NH:26][CH:27]=[N:28]2.C([O-])([O-])=O.[K+].[K+]. The product is [Cl:1][C:2]1[CH:11]=[CH:10][CH:9]=[C:8]2[C:3]=1[C:4](=[O:21])[N:5]([C:14]1[CH:19]=[CH:18][CH:17]=[CH:16][C:15]=1[CH3:20])[C:6]([CH2:12][S:23][C:24]1[N:32]=[CH:31][N:30]=[C:29]3[C:25]=1[N:26]=[CH:27][NH:28]3)=[N:7]2. The catalyst is CN(C=O)C. The yield is 0.460.